This data is from Forward reaction prediction with 1.9M reactions from USPTO patents (1976-2016). The task is: Predict the product of the given reaction. (1) Given the reactants C([O:8][C:9]1[CH:14]=[CH:13][C:12]([C:15]2[CH:20]=[CH:19][C:18]([C:21]([F:24])([F:23])[F:22])=[CH:17][CH:16]=2)=[CH:11][C:10]=1[C:25]1[CH:30]=[CH:29][N:28]=[C:27]([N:31]2[CH2:36][CH2:35][N:34]([C:37]([O:39][C:40]([CH3:43])([CH3:42])[CH3:41])=[O:38])[CH2:33][CH2:32]2)[CH:26]=1)C1C=CC=CC=1, predict the reaction product. The product is: [OH:8][C:9]1[CH:14]=[CH:13][C:12]([C:15]2[CH:16]=[CH:17][C:18]([C:21]([F:23])([F:24])[F:22])=[CH:19][CH:20]=2)=[CH:11][C:10]=1[C:25]1[CH:30]=[CH:29][N:28]=[C:27]([N:31]2[CH2:36][CH2:35][N:34]([C:37]([O:39][C:40]([CH3:43])([CH3:42])[CH3:41])=[O:38])[CH2:33][CH2:32]2)[CH:26]=1. (2) Given the reactants [Br:1][C:2]1[CH:3]=[CH:4][C:5](Cl)=[N:6][CH:7]=1.[H-].[Na+].[CH2:11]([SH:18])[C:12]1[CH:17]=[CH:16][CH:15]=[CH:14][CH:13]=1, predict the reaction product. The product is: [CH2:11]([S:18][C:5]1[CH:4]=[CH:3][C:2]([Br:1])=[CH:7][N:6]=1)[C:12]1[CH:17]=[CH:16][CH:15]=[CH:14][CH:13]=1. (3) The product is: [Cl:38][C:9]1[C:10]2[CH:16]=[CH:15][C:14]([C:17]3[C:22]([C:23]([F:26])([F:25])[F:24])=[CH:21][CH:20]=[CH:19][N:18]=3)=[N:13][C:11]=2[N:12]=[C:7]([CH2:6][O:5][CH2:1][CH:2]([CH3:4])[CH3:3])[N:8]=1. Given the reactants [CH2:1]([O:5][CH2:6][C:7]1[NH:8][C:9](=O)[C:10]2[CH:16]=[CH:15][C:14]([C:17]3[C:22]([C:23]([F:26])([F:25])[F:24])=[CH:21][CH:20]=[CH:19][N:18]=3)=[N:13][C:11]=2[N:12]=1)[CH:2]([CH3:4])[CH3:3].N1C(C)=CC=CC=1C.O=P(Cl)(Cl)[Cl:38], predict the reaction product. (4) Given the reactants C(OC(=O)[NH:7][C:8]1([C:12]2[CH:17]=[CH:16][C:15]([C:18]3[C:19]([C:28]4[CH:33]=[CH:32][CH:31]=[CH:30][CH:29]=4)=[CH:20][C:21]4[N:22]([CH:24]=[C:25]([CH3:27])[N:26]=4)[N:23]=3)=[CH:14][CH:13]=2)[CH2:11][CH2:10][CH2:9]1)(C)(C)C.[ClH:35], predict the reaction product. The product is: [ClH:35].[CH3:27][C:25]1[N:26]=[C:21]2[CH:20]=[C:19]([C:28]3[CH:29]=[CH:30][CH:31]=[CH:32][CH:33]=3)[C:18]([C:15]3[CH:16]=[CH:17][C:12]([C:8]4([NH2:7])[CH2:11][CH2:10][CH2:9]4)=[CH:13][CH:14]=3)=[N:23][N:22]2[CH:24]=1. (5) Given the reactants F[C:2]1[CH:7]=[CH:6][CH:5]=[C:4]([N+:8]([O-:10])=[O:9])[CH:3]=1.[CH2:11]([N:13]1[CH2:18][CH2:17][NH:16][CH2:15][CH2:14]1)[CH3:12], predict the reaction product. The product is: [CH2:11]([N:13]1[CH2:18][CH2:17][N:16]([C:2]2[CH:7]=[CH:6][CH:5]=[C:4]([N+:8]([O-:10])=[O:9])[CH:3]=2)[CH2:15][CH2:14]1)[CH3:12]. (6) Given the reactants [Cl:1][C:2]1[N:7]=[CH:6][C:5]([CH2:8][N:9]2[C:14]([CH3:15])=[CH:13][C:12](=[S:16])[N:11]3[N:17]=[C:18]([S:20][CH3:21])[N:19]=[C:10]23)=[CH:4][CH:3]=1.[CH3:22][I:23], predict the reaction product. The product is: [I-:23].[Cl:1][C:2]1[N:7]=[CH:6][C:5]([CH2:8][N+:9]2[C:10]3[N:11]([N:17]=[C:18]([S:20][CH3:21])[N:19]=3)[C:12]([S:16][CH3:22])=[CH:13][C:14]=2[CH3:15])=[CH:4][CH:3]=1. (7) The product is: [C:23]([C:2]1[CH:7]=[C:6]([O:8][CH2:9][C:10]2[CH:15]=[CH:14][CH:13]=[CH:12][CH:11]=2)[C:5]([NH:16][C:17](=[O:19])[CH3:18])=[C:4]([N+:20]([O-:22])=[O:21])[CH:3]=1)#[N:24]. Given the reactants Br[C:2]1[CH:7]=[C:6]([O:8][CH2:9][C:10]2[CH:15]=[CH:14][CH:13]=[CH:12][CH:11]=2)[C:5]([NH:16][C:17](=[O:19])[CH3:18])=[C:4]([N+:20]([O-:22])=[O:21])[CH:3]=1.[CH3:23][N:24](C)C=O, predict the reaction product.